Dataset: Forward reaction prediction with 1.9M reactions from USPTO patents (1976-2016). Task: Predict the product of the given reaction. Given the reactants Cl[C:2]1[C:7]2=[CH:8][N:9]([C:11]3[C:16]([F:17])=[CH:15][CH:14]=[CH:13][C:12]=3[Cl:18])[N:10]=[C:6]2[C:5]([F:19])=[CH:4][N:3]=1.[Br:20][Si](C)(C)C, predict the reaction product. The product is: [Br:20][C:2]1[C:7]2=[CH:8][N:9]([C:11]3[C:16]([F:17])=[CH:15][CH:14]=[CH:13][C:12]=3[Cl:18])[N:10]=[C:6]2[C:5]([F:19])=[CH:4][N:3]=1.